Dataset: Full USPTO retrosynthesis dataset with 1.9M reactions from patents (1976-2016). Task: Predict the reactants needed to synthesize the given product. (1) The reactants are: [N+:1]([C:4]1[CH:9]=[CH:8][CH:7]=[CH:6][C:5]=1[CH2:10][CH2:11][CH2:12][N:13]1[CH2:18][CH2:17][N:16]([C:19]2[C:23]3[CH:24]=[CH:25][CH:26]=[CH:27][C:22]=3[S:21][N:20]=2)[CH2:15][CH2:14]1)([O-])=O.C(N(CC)CC)C. Given the product [S:21]1[C:22]2[CH:27]=[CH:26][CH:25]=[CH:24][C:23]=2[C:19]([N:16]2[CH2:17][CH2:18][N:13]([CH2:12][CH2:11][CH2:10][C:5]3[CH:6]=[CH:7][CH:8]=[CH:9][C:4]=3[NH2:1])[CH2:14][CH2:15]2)=[N:20]1, predict the reactants needed to synthesize it. (2) The reactants are: [C:1]([NH:4][CH2:5][C@@H:6]1[O:10][C:9](=[O:11])[N:8]([C:12]2[CH:17]=[C:16]([F:18])[C:15]([N:19]3[CH2:24][CH2:23][C:22]([O:28][P:29](=[O:32])([OH:31])[OH:30])([CH2:25][O:26][CH3:27])[CH2:21][CH2:20]3)=[C:14]([F:33])[CH:13]=2)[CH2:7]1)(=[O:3])[CH3:2].C[O-].[Na+:36]. Given the product [Na+:36].[Na+:36].[C:1]([NH:4][CH2:5][C@@H:6]1[O:10][C:9](=[O:11])[N:8]([C:12]2[CH:17]=[C:16]([F:18])[C:15]([N:19]3[CH2:24][CH2:23][C:22]([O:28][P:29](=[O:30])([O-:31])[O-:32])([CH2:25][O:26][CH3:27])[CH2:21][CH2:20]3)=[C:14]([F:33])[CH:13]=2)[CH2:7]1)(=[O:3])[CH3:2], predict the reactants needed to synthesize it. (3) Given the product [CH:20]([CH:21]1[C:26]2[C:25](=[CH:30][CH:29]=[CH:28][CH:27]=2)[CH2:24][C:23]([C:32]#[N:33])([C:34]#[N:35])[CH2:22]1)=[CH2:19], predict the reactants needed to synthesize it. The reactants are: [In].[Cl-].[In+3].[Cl-].[Cl-].[Cl-].[Li+].C(N(C)C)CCC.C(O[CH2:19][CH:20]=[CH:21][CH2:22][C:23]([C:34]#[N:35])([C:32]#[N:33])[CH2:24][C:25]1[CH:30]=[CH:29][CH:28]=[CH:27][C:26]=1I)(=O)C. (4) Given the product [Si:1]([O:8][CH2:9][C@H:10]1[O:14][C:13](=[O:15])[CH2:12][C@@H:11]1[CH:30]1[O:33][CH2:34][CH2:35][O:32]1)([C:4]([CH3:7])([CH3:6])[CH3:5])([CH3:3])[CH3:2], predict the reactants needed to synthesize it. The reactants are: [Si:1]([O:8][CH2:9][C@H:10]1[O:14][C:13](=[O:15])[CH:12]=[CH:11]1)([C:4]([CH3:7])([CH3:6])[CH3:5])([CH3:3])[CH3:2].C(C1C=CC=CC=1)(=O)C1C=CC=CC=1.[C:30]([O:33][CH2:34][CH3:35])(=[O:32])C.C(Cl)(Cl)Cl. (5) Given the product [Si:11]([O:18][C@@H:19]1[C@@H:24]([N:25]2[C:34](=[O:35])[C:33]3[C:28](=[C:29]4[CH:48]=[CH:47][CH:46]=[CH:45][C:30]4=[C:31]([CH2:36][C:37]4[CH:42]=[CH:41][C:40]([CH:43]=[O:44])=[N:39][CH:38]=4)[CH:32]=3)[N:27]=[CH:26]2)[CH2:23][CH2:22][O:21][CH2:20]1)([C:14]([CH3:15])([CH3:16])[CH3:17])([CH3:12])[CH3:13], predict the reactants needed to synthesize it. The reactants are: CS(C)=O.C(Cl)(=O)C(Cl)=O.[Si:11]([O:18][C@@H:19]1[C@@H:24]([N:25]2[C:34](=[O:35])[C:33]3[C:28](=[C:29]4[CH:48]=[CH:47][CH:46]=[CH:45][C:30]4=[C:31]([CH2:36][C:37]4[CH:38]=[N:39][C:40]([CH2:43][OH:44])=[CH:41][CH:42]=4)[CH:32]=3)[N:27]=[CH:26]2)[CH2:23][CH2:22][O:21][CH2:20]1)([C:14]([CH3:17])([CH3:16])[CH3:15])([CH3:13])[CH3:12].C(N(CC)CC)C.[Cl-].[NH4+]. (6) Given the product [F:1][C:2]1[CH:11]=[C:10]2[C:5]([CH:6]=[C:7]([CH:18]3[CH2:19][CH:20]=[CH:21][CH2:22][NH:23]3)[C:8]([C:12]3[CH:17]=[CH:16][CH:15]=[CH:14][CH:13]=3)=[N:9]2)=[CH:4][CH:3]=1, predict the reactants needed to synthesize it. The reactants are: [F:1][C:2]1[CH:11]=[C:10]2[C:5]([CH:6]=[C:7]([CH:18]3[N:23](C(OCC4C=CC=CC=4)=O)[CH2:22][CH:21]=[CH:20][CH2:19]3)[C:8]([C:12]3[CH:17]=[CH:16][CH:15]=[CH:14][CH:13]=3)=[N:9]2)=[CH:4][CH:3]=1.CSC.B(F)(F)F.CCOCC.[OH-].[Na+]. (7) Given the product [CH2:26]([NH:28][C:21](=[O:23])[C:20]1[CH:24]=[CH:25][C:17]([CH:8]([C:9](=[O:16])[NH:10][C:11]2[S:12][CH:13]=[CH:14][N:15]=2)[CH2:7][CH:4]2[CH2:5][CH2:6][O:1][CH2:2][CH2:3]2)=[CH:18][CH:19]=1)[CH3:27], predict the reactants needed to synthesize it. The reactants are: [O:1]1[CH2:6][CH2:5][CH:4]([CH2:7][CH:8]([C:17]2[CH:25]=[CH:24][C:20]([C:21]([OH:23])=O)=[CH:19][CH:18]=2)[C:9](=[O:16])[NH:10][C:11]2[S:12][CH:13]=[CH:14][N:15]=2)[CH2:3][CH2:2]1.[CH2:26]([NH2:28])[CH3:27].Cl.CCN(C(C)C)C(C)C. (8) The reactants are: C(OC([N:8]1[CH2:13][CH2:12][N:11]([C:14]2[CH:19]=[CH:18][C:17]([C:20]([F:23])([F:22])[F:21])=[C:16]([F:24])[CH:15]=2)[CH2:10][CH2:9]1)=O)(C)(C)C.C(Cl)Cl. Given the product [F:24][C:16]1[CH:15]=[C:14]([N:11]2[CH2:12][CH2:13][NH:8][CH2:9][CH2:10]2)[CH:19]=[CH:18][C:17]=1[C:20]([F:22])([F:21])[F:23], predict the reactants needed to synthesize it. (9) Given the product [CH3:1][N:2]1[CH2:3][CH2:4][N:5]([NH:8][C:9](=[O:23])[C:10]2[CH:15]=[C:14]([NH2:16])[CH:13]=[CH:12][C:11]=2[NH:19][CH:20]([CH3:21])[CH3:22])[CH2:6][CH2:7]1, predict the reactants needed to synthesize it. The reactants are: [CH3:1][N:2]1[CH2:7][CH2:6][N:5]([NH:8][C:9](=[O:23])[C:10]2[CH:15]=[C:14]([N+:16]([O-])=O)[CH:13]=[CH:12][C:11]=2[NH:19][CH:20]([CH3:22])[CH3:21])[CH2:4][CH2:3]1.O. (10) Given the product [N+:1]([C:4]1[CH:12]=[C:11]2[C:7]([C:8]([C:18]#[N:19])=[CH:9][NH:10]2)=[CH:6][CH:5]=1)([O-:3])=[O:2], predict the reactants needed to synthesize it. The reactants are: [N+:1]([C:4]1[CH:12]=[C:11]2[C:7]([CH:8]=[CH:9][NH:10]2)=[CH:6][CH:5]=1)([O-:3])=[O:2].C([O-])(O)=O.[Na+].[CH3:18][N:19](C=O)C.